This data is from Reaction yield outcomes from USPTO patents with 853,638 reactions. The task is: Predict the reaction yield, written as a fraction of the theoretical maximum amount of product (1.0 means a 100% yield; for example, 0.34 means a 34% yield). (1) The reactants are [Si:1]([O:8][CH2:9][C:10]1[CH:11]=[C:12]([N:19]2[CH2:24][CH2:23][O:22][CH2:21][CH2:20]2)[CH:13]=[CH:14][C:15]=1[N+:16]([O-])=O)([C:4]([CH3:7])([CH3:6])[CH3:5])([CH3:3])[CH3:2]. The catalyst is CO.[Ni]. The product is [Si:1]([O:8][CH2:9][C:10]1[CH:11]=[C:12]([N:19]2[CH2:24][CH2:23][O:22][CH2:21][CH2:20]2)[CH:13]=[CH:14][C:15]=1[NH2:16])([C:4]([CH3:7])([CH3:5])[CH3:6])([CH3:3])[CH3:2]. The yield is 0.951. (2) The reactants are [N+:1]([C:4]1[CH:5]=[C:6]2[C:14](=[CH:15][CH:16]=1)[NH:13][C:12]1[C:11](=[O:17])[CH2:10][CH2:9][CH2:8][C:7]2=1)([O-])=O.[Cl-].[NH4+]. The catalyst is CO.O.[Fe]. The product is [NH2:1][C:4]1[CH:5]=[C:6]2[C:14](=[CH:15][CH:16]=1)[NH:13][C:12]1[C:11](=[O:17])[CH2:10][CH2:9][CH2:8][C:7]2=1. The yield is 0.700. (3) The reactants are COC(N[C@@H](C(C)C)C([N:9]1[C@@H:13]([CH3:14])[CH2:12][CH2:11][C@H:10]1[C:15]([O:17]CC)=[O:16])=O)=O.[Li+].[OH-]. The catalyst is CO. The product is [CH3:14][CH:13]1[NH:9][CH:10]([C:15]([OH:17])=[O:16])[CH2:11][CH2:12]1. The yield is 0.560. (4) The reactants are [CH2:1]([N:8]1[CH2:13][CH2:12][C:11](=O)[CH2:10][CH2:9]1)[C:2]1[CH:7]=[CH:6][CH:5]=[CH:4][CH:3]=1.[Cl:15][C:16]1[CH:21]=[CH:20][C:19]([NH2:22])=[CH:18][CH:17]=1.C[Si]([C:27]#[N:28])(C)C.[OH-].[NH4+]. The catalyst is C(O)(=O)C.O. The product is [CH2:1]([N:8]1[CH2:13][CH2:12][C:11]([NH:22][C:19]2[CH:20]=[CH:21][C:16]([Cl:15])=[CH:17][CH:18]=2)([C:27]#[N:28])[CH2:10][CH2:9]1)[C:2]1[CH:7]=[CH:6][CH:5]=[CH:4][CH:3]=1. The yield is 0.810. (5) The reactants are C([O:8][C:9]1[CH:10]=[C:11]([CH2:15][CH2:16][CH2:17][CH2:18][N:19]2[CH2:23][CH2:22][CH:21]([S:24]([C:27]3[CH:32]=[CH:31][C:30]([OH:33])=[CH:29][CH:28]=3)(=[O:26])=[O:25])[CH2:20]2)[CH:12]=[CH:13][CH:14]=1)C1C=CC=CC=1.[H][H]. The catalyst is CO.[Pd]. The product is [OH:8][C:9]1[CH:10]=[C:11]([CH2:15][CH2:16][CH2:17][CH2:18][N:19]2[CH2:23][CH2:22][CH:21]([S:24]([C:27]3[CH:28]=[CH:29][C:30]([OH:33])=[CH:31][CH:32]=3)(=[O:26])=[O:25])[CH2:20]2)[CH:12]=[CH:13][CH:14]=1. The yield is 0.690. (6) The reactants are [O:1]1[CH:5]=[CH:4][C:3]([C:6]([C:8]2[NH:16][C:11]3=[CH:12][N:13]=[CH:14][CH:15]=[C:10]3[CH:9]=2)=O)=[CH:2]1.[C:17]([O:21][C:22](=[O:28])[NH:23][CH2:24][CH2:25][O:26][NH2:27])([CH3:20])([CH3:19])[CH3:18].Cl. The catalyst is C(O)C. The product is [O:1]1[CH:5]=[CH:4][C:3]([C:6](=[N:27][O:26][CH2:25][CH2:24][NH:23][C:22](=[O:28])[O:21][C:17]([CH3:19])([CH3:18])[CH3:20])[C:8]2[NH:16][C:11]3=[CH:12][N:13]=[CH:14][CH:15]=[C:10]3[CH:9]=2)=[CH:2]1. The yield is 0.450.